From a dataset of Full USPTO retrosynthesis dataset with 1.9M reactions from patents (1976-2016). Predict the reactants needed to synthesize the given product. (1) The reactants are: [NH2:1][C:2]1[CH:7]=[CH:6][C:5]([C:8]2[C:16]3[C:15]([NH:17][C@H:18]([C:20]4[N:25]([C:26]5[CH:31]=[CH:30][CH:29]=[CH:28][CH:27]=5)[C:24](=[O:32])[C:23]5=[C:33]([CH3:36])[CH:34]=[CH:35][N:22]5[N:21]=4)[CH3:19])=[N:14][CH:13]=[N:12][C:11]=3[N:10]([CH2:37][O:38][CH2:39][CH2:40][Si:41]([CH3:44])([CH3:43])[CH3:42])[CH:9]=2)=[C:4]([O:45][CH3:46])[CH:3]=1.[N-:47]=[C:48]=[O:49].[K+]. Given the product [CH3:46][O:45][C:4]1[CH:3]=[C:2]([NH:1][C:48]([NH2:47])=[O:49])[CH:7]=[CH:6][C:5]=1[C:8]1[C:16]2[C:15]([NH:17][C@H:18]([C:20]3[N:25]([C:26]4[CH:31]=[CH:30][CH:29]=[CH:28][CH:27]=4)[C:24](=[O:32])[C:23]4=[C:33]([CH3:36])[CH:34]=[CH:35][N:22]4[N:21]=3)[CH3:19])=[N:14][CH:13]=[N:12][C:11]=2[N:10]([CH2:37][O:38][CH2:39][CH2:40][Si:41]([CH3:43])([CH3:42])[CH3:44])[CH:9]=1, predict the reactants needed to synthesize it. (2) Given the product [CH3:24][N:22]([CH2:21][C:16]1[CH:17]=[CH:18][CH:19]=[CH:20][C:15]=1[C:12]1[CH:11]=[CH:10][C:9]([N:7]2[C:6](=[O:25])[CH2:5][CH:4]([NH:3][C:61]([C:59]3[S:60][C:56]([Br:55])=[CH:57][CH:58]=3)=[O:62])[CH2:8]2)=[CH:14][CH:13]=1)[CH3:23], predict the reactants needed to synthesize it. The reactants are: Cl.Cl.[NH2:3][CH:4]1[CH2:8][N:7]([C:9]2[CH:14]=[CH:13][C:12]([C:15]3[CH:20]=[CH:19][CH:18]=[CH:17][C:16]=3[CH2:21][N:22]([CH3:24])[CH3:23])=[CH:11][CH:10]=2)[C:6](=[O:25])[CH2:5]1.CN(C(ON1N=NC2C=CC=CC1=2)=[N+](C)C)C.[B-](F)(F)(F)F.CN1CCOCC1.[Br:55][C:56]1[S:60][C:59]([C:61](O)=[O:62])=[CH:58][CH:57]=1. (3) Given the product [Si:1]([O:8][C@@H:9]([CH2:18][CH2:19][CH2:20][CH2:21][CH2:22][CH2:23][CH2:24][CH3:25])[CH2:10][CH2:11][CH2:12][CH2:13][CH2:14][CH2:15][C:16]([OH:27])=[O:17])([C:4]([CH3:7])([CH3:6])[CH3:5])([CH3:2])[CH3:3], predict the reactants needed to synthesize it. The reactants are: [Si:1]([O:8][C@@H:9]([CH2:18][CH2:19][CH2:20][CH2:21][CH2:22][CH2:23][CH2:24][CH3:25])[CH2:10][CH2:11][CH2:12][CH2:13][CH2:14][CH2:15][CH:16]=[O:17])([C:4]([CH3:7])([CH3:6])[CH3:5])([CH3:3])[CH3:2].Cl([O-])=[O:27].[Na+].P([O-])(O)(O)=O.[Na+].[Si](C=[N+]=[N-])(C)(C)C. (4) Given the product [S:1]1[C:5]([C:5]2[S:1][C:2]([C:6](=[O:8])[CH3:7])=[N:3][CH:4]=2)=[CH:4][N:3]=[C:2]1[C:6](=[O:8])[CH3:7], predict the reactants needed to synthesize it. The reactants are: [S:1]1[CH:5]=[CH:4][N:3]=[C:2]1[C:6](=[O:8])[CH3:7]. (5) Given the product [Cl:27][C:28]1[C:29]([C:2]2[CH:3]=[C:4]([N:8]3[CH:13]=[C:12]([O:14][CH2:15][C:16]4[CH:17]=[CH:18][C:19]([O:22][CH3:23])=[CH:20][CH:21]=4)[C:11](=[O:24])[CH:10]=[C:9]3[CH2:25][OH:26])[CH:5]=[CH:6][CH:7]=2)=[C:30]2[CH:36]=[CH:35][NH:34][C:31]2=[N:32][CH:33]=1, predict the reactants needed to synthesize it. The reactants are: Br[C:2]1[CH:3]=[C:4]([N:8]2[CH:13]=[C:12]([O:14][CH2:15][C:16]3[CH:21]=[CH:20][C:19]([O:22][CH3:23])=[CH:18][CH:17]=3)[C:11](=[O:24])[CH:10]=[C:9]2[CH2:25][OH:26])[CH:5]=[CH:6][CH:7]=1.[Cl:27][C:28]1[C:29](B2OC(C)(C)C(C)(C)O2)=[C:30]2[CH:36]=[CH:35][N:34]([Si](C(C)C)(C(C)C)C(C)C)[C:31]2=[N:32][CH:33]=1.C([O-])([O-])=O.[Cs+].[Cs+]. (6) Given the product [C:20]1([C:8]2[CH:7]=[CH:6][CH:5]=[C:4]3[C:9]=2[CH:10]=[CH:11][C:2]([NH2:1])=[CH:3]3)[CH:25]=[CH:24][CH:23]=[CH:22][CH:21]=1, predict the reactants needed to synthesize it. The reactants are: [NH2:1][C:2]1[CH:3]=[C:4]2[C:9](=[CH:10][CH:11]=1)[C:8](OS(C(F)(F)F)(=O)=O)=[CH:7][CH:6]=[CH:5]2.[C:20]1(B(O)O)[CH:25]=[CH:24][CH:23]=[CH:22][CH:21]=1.P([O-])([O-])([O-])=O.[K+].[K+].[K+].O1CCOCC1. (7) Given the product [OH:2][CH2:3][CH2:4][CH2:5][C:6]1([CH3:24])[CH2:15][CH2:14][C:13]2[C:8](=[C:9]3[CH:20]4[CH2:21][CH2:22][CH2:23][CH:17]([CH2:18][CH2:19]4)[C:10]3=[C:11]([OH:16])[CH:12]=2)[O:7]1, predict the reactants needed to synthesize it. The reactants are: C[O:2][C:3](=O)[CH2:4][CH2:5][C:6]1([CH3:24])[CH2:15][CH2:14][C:13]2[C:8](=[C:9]3[CH:20]4[CH2:21][CH2:22][CH2:23][CH:17]([CH2:18][CH2:19]4)[C:10]3=[C:11]([OH:16])[CH:12]=2)[O:7]1.[H-].[H-].[H-].[H-].[Li+].[Al+3]. (8) Given the product [Cl:16][C:11]1[CH:10]=[C:9]([NH:8][C:6]2[N:5]=[C:4]([NH:17][CH:18]3[CH2:22][CH2:21][N:20]([S:23]([CH3:26])(=[O:25])=[O:24])[CH2:19]3)[N:3]=[C:2]([O:30][CH2:29][C:28]([F:32])([F:31])[F:27])[N:7]=2)[CH:14]=[CH:13][C:12]=1[F:15], predict the reactants needed to synthesize it. The reactants are: Cl[C:2]1[N:7]=[C:6]([NH:8][C:9]2[CH:14]=[CH:13][C:12]([F:15])=[C:11]([Cl:16])[CH:10]=2)[N:5]=[C:4]([NH:17][CH:18]2[CH2:22][CH2:21][N:20]([S:23]([CH3:26])(=[O:25])=[O:24])[CH2:19]2)[N:3]=1.[F:27][C:28]([F:32])([F:31])[CH2:29][OH:30].C([O-])([O-])=O.[K+].[K+]. (9) Given the product [C:1]([O:5][C:6](=[O:20])[NH:7][C:8]1[CH:13]=[CH:12][C:11]([C:14]2[CH:18]=[CH:17][O:16][CH:15]=2)=[CH:10][C:9]=1[NH:19][C:24](=[O:23])[CH2:25][C:26]([C:28]1[CH:33]=[CH:32][CH:31]=[C:30]([C:34]#[N:35])[CH:29]=1)=[O:27])([CH3:4])([CH3:2])[CH3:3], predict the reactants needed to synthesize it. The reactants are: [C:1]([O:5][C:6](=[O:20])[NH:7][C:8]1[CH:13]=[CH:12][C:11]([C:14]2[CH:18]=[CH:17][O:16][CH:15]=2)=[CH:10][C:9]=1[NH2:19])([CH3:4])([CH3:3])[CH3:2].C([O:23][C:24](=O)[CH2:25][C:26]([C:28]1[CH:33]=[CH:32][CH:31]=[C:30]([C:34]#[N:35])[CH:29]=1)=[O:27])C. (10) Given the product [C:1]1([CH:7]2[CH2:12][CH2:11][CH2:10][NH:9][CH:8]2[C:13]([NH:15][C:16]2[CH:17]=[CH:18][C:19]([C:20]([O:22][C:23]([CH3:24])([CH3:26])[CH3:25])=[O:21])=[CH:27][CH:28]=2)=[O:14])[CH:6]=[CH:5][CH:4]=[CH:3][CH:2]=1, predict the reactants needed to synthesize it. The reactants are: [C:1]1([C:7]2[C:8]([C:13]([NH:15][C:16]3[CH:28]=[CH:27][C:19]([C:20]([O:22][C:23]([CH3:26])([CH3:25])[CH3:24])=[O:21])=[CH:18][CH:17]=3)=[O:14])=[N:9][CH:10]=[CH:11][CH:12]=2)[CH:6]=[CH:5][CH:4]=[CH:3][CH:2]=1.Cl.